Dataset: NCI-60 drug combinations with 297,098 pairs across 59 cell lines. Task: Regression. Given two drug SMILES strings and cell line genomic features, predict the synergy score measuring deviation from expected non-interaction effect. (1) Drug 1: C(=O)(N)NO. Drug 2: C1=NC2=C(N=C(N=C2N1C3C(C(C(O3)CO)O)F)Cl)N. Cell line: SW-620. Synergy scores: CSS=4.70, Synergy_ZIP=-0.293, Synergy_Bliss=3.26, Synergy_Loewe=1.44, Synergy_HSA=2.00. (2) Drug 1: C1C(C(OC1N2C=C(C(=O)NC2=O)F)CO)O. Drug 2: CCC1=C2CN3C(=CC4=C(C3=O)COC(=O)C4(CC)O)C2=NC5=C1C=C(C=C5)O. Cell line: HCC-2998. Synergy scores: CSS=47.4, Synergy_ZIP=-6.42, Synergy_Bliss=-6.54, Synergy_Loewe=1.57, Synergy_HSA=2.55. (3) Drug 1: CC1CCC2CC(C(=CC=CC=CC(CC(C(=O)C(C(C(=CC(C(=O)CC(OC(=O)C3CCCCN3C(=O)C(=O)C1(O2)O)C(C)CC4CCC(C(C4)OC)OCCO)C)C)O)OC)C)C)C)OC. Drug 2: C1CNP(=O)(OC1)N(CCCl)CCCl. Cell line: SK-OV-3. Synergy scores: CSS=15.9, Synergy_ZIP=-5.37, Synergy_Bliss=-2.83, Synergy_Loewe=-27.1, Synergy_HSA=-0.908.